This data is from Forward reaction prediction with 1.9M reactions from USPTO patents (1976-2016). The task is: Predict the product of the given reaction. (1) Given the reactants [OH:1][N:2]=[C:3]([C:5]1[S:9][C:8]([O:10][C:11]2[CH:12]=[N:13][C:14]([O:17][CH:18]([CH3:20])[CH3:19])=[CH:15][CH:16]=2)=[N:7][CH:6]=1)[NH2:4].[C:21]([NH:28][C@H:29]([C:31](O)=[O:32])[CH3:30])([O:23][C:24]([CH3:27])([CH3:26])[CH3:25])=[O:22].C(N=C=NCCCN(C)C)C, predict the reaction product. The product is: [NH2:4]/[C:3](=[N:2]\[O:1][C:31](=[O:32])[CH:29]([NH:28][C:21](=[O:22])[O:23][C:24]([CH3:26])([CH3:25])[CH3:27])[CH3:30])/[C:5]1[S:9][C:8]([O:10][C:11]2[CH:12]=[N:13][C:14]([O:17][CH:18]([CH3:20])[CH3:19])=[CH:15][CH:16]=2)=[N:7][CH:6]=1. (2) The product is: [C:28]([C:25]1[CH:24]=[CH:23][C:22]([S:19]([NH:18][C:12]2[CH:13]=[CH:14][C:15]([Cl:17])=[CH:16][C:11]=2[N:9]2[CH:10]=[C:6]([CH2:4][OH:3])[CH:7]=[N:8]2)(=[O:21])=[O:20])=[CH:27][CH:26]=1)([CH3:31])([CH3:29])[CH3:30]. Given the reactants C([O:3][C:4]([C:6]1[CH:7]=[N:8][N:9]([C:11]2[CH:16]=[C:15]([Cl:17])[CH:14]=[CH:13][C:12]=2[NH:18][S:19]([C:22]2[CH:27]=[CH:26][C:25]([C:28]([CH3:31])([CH3:30])[CH3:29])=[CH:24][CH:23]=2)(=[O:21])=[O:20])[CH:10]=1)=O)C.[H-].[H-].[H-].[H-].[Li+].[Al+3].[O-]S([O-])(=O)=O.[Na+].[Na+], predict the reaction product. (3) Given the reactants ClCCl.[F:4][C:5]1[CH:6]=[C:7]([C:15]2[CH:20]=[CH:19][C:18]([CH3:21])=[CH:17][C:16]=2[O:22]C)[CH:8]=[CH:9][C:10]=1[C:11]([O:13][CH3:14])=[O:12].B(Br)(Br)Br, predict the reaction product. The product is: [F:4][C:5]1[CH:6]=[C:7]([C:15]2[CH:20]=[CH:19][C:18]([CH3:21])=[CH:17][C:16]=2[OH:22])[CH:8]=[CH:9][C:10]=1[C:11]([O:13][CH3:14])=[O:12]. (4) Given the reactants Cl[C:2]1[N:7]=[C:6]([NH2:8])[CH:5]=[CH:4][N:3]=1.[CH2:9]([O:11][C:12](=[O:18])[C:13]([CH3:17])([CH3:16])[CH2:14][NH2:15])[CH3:10], predict the reaction product. The product is: [CH2:9]([O:11][C:12](=[O:18])[C:13]([CH3:17])([CH3:16])[CH2:14][NH:15][C:2]1[N:7]=[C:6]([NH2:8])[CH:5]=[CH:4][N:3]=1)[CH3:10]. (5) Given the reactants [Cl:1][C:2]1[C:3]([C:8](O)=[O:9])=[N:4][CH:5]=[CH:6][N:7]=1.ClC(OC)=O.[BH4-].[Na+], predict the reaction product. The product is: [Cl:1][C:2]1[C:3]([CH2:8][OH:9])=[N:4][CH:5]=[CH:6][N:7]=1. (6) The product is: [CH:17]([NH:15][C:12]1[CH:13]=[CH:14][C:9]([CH2:1][C:2]2[CH:3]=[CH:4][C:5]([NH:8][CH:20]([CH3:25])[CH3:21])=[CH:6][CH:7]=2)=[CH:10][CH:11]=1)([CH3:19])[CH3:16]. Given the reactants [CH2:1]([C:9]1[CH:14]=[CH:13][C:12]([NH2:15])=[CH:11][CH:10]=1)[C:2]1[CH:7]=[CH:6][C:5]([NH2:8])=[CH:4][CH:3]=1.[CH3:16][C:17]([CH3:19])=O.[C:20]1(C)[CH:25]=CC=C[CH:21]=1, predict the reaction product. (7) Given the reactants [Cl:1][C:2]1[C:3]([C:18](=[N:20][OH:21])[NH2:19])=[CH:4][C:5]([F:17])=[C:6]([CH2:8][CH2:9][C:10]([O:12][C:13]([CH3:16])([CH3:15])[CH3:14])=[O:11])[CH:7]=1.[CH3:22][CH2:23][N:24]=[C:25]=[N:26][CH2:27][CH2:28][CH2:29]N(C)C.Cl.C1C=[CH:36][C:37]2N(O)N=[N:40][C:38]=2C=1.[CH3:44]N(C)C(=O)C, predict the reaction product. The product is: [Cl:1][C:2]1[C:3]([C:18]2[N:19]=[C:44]([C:23]3[N:24]=[C:25]4[C:37]([C:38]#[N:40])=[CH:36][C:28]([CH3:29])=[CH:27][N:26]4[CH:22]=3)[O:21][N:20]=2)=[CH:4][C:5]([F:17])=[C:6]([CH2:8][CH2:9][C:10]([O:12][C:13]([CH3:16])([CH3:15])[CH3:14])=[O:11])[CH:7]=1. (8) Given the reactants [C:1](N1C=CN=C1)([N:3]1[CH:7]=[CH:6]N=C1)=[O:2].[CH2:13](N)[CH3:14].[F:16][C:17]([F:40])([F:39])[C:18]([C:30]1[CH:31]=[C:32]2[C:36](=[CH:37][CH:38]=1)[NH:35][N:34]=[CH:33]2)([C:20]1[C:28]2[C:23](=[CH:24][CH:25]=[CH:26][CH:27]=2)[N:22]([CH3:29])[CH:21]=1)[OH:19], predict the reaction product. The product is: [CH2:7]([NH:3][C:1]([N:35]1[C:36]2[C:32](=[CH:31][C:30]([C:18]([C:20]3[C:28]4[C:23](=[CH:24][CH:25]=[CH:26][CH:27]=4)[N:22]([CH2:29][CH:13]=[CH2:14])[CH:21]=3)([OH:19])[C:17]([F:16])([F:39])[F:40])=[CH:38][CH:37]=2)[CH:33]=[N:34]1)=[O:2])[CH3:6]. (9) Given the reactants [N+:1]([C:4]1[CH:9]=[CH:8][CH:7]=[CH:6][C:5]=1[O:10][C:11]1[CH:12]=[C:13]2[C:18](=[CH:19][CH:20]=1)[O:17][CH:16]([C:21]1[CH:26]=[CH:25][CH:24]=[CH:23][CH:22]=1)[CH2:15][CH2:14]2)([O-:3])=[O:2].OC1C=C2C(=CC=1)OC(C1C=CC=CC=1)CC2.[OH-].[K+].[N+:46](C1C=C([N+]([O-])=O)C=CC=1Cl)([O-:48])=[O:47], predict the reaction product. The product is: [N+:1]([C:4]1[CH:9]=[C:8]([N+:46]([O-:48])=[O:47])[CH:7]=[CH:6][C:5]=1[O:10][C:11]1[CH:12]=[C:13]2[C:18](=[CH:19][CH:20]=1)[O:17][CH:16]([C:21]1[CH:26]=[CH:25][CH:24]=[CH:23][CH:22]=1)[CH2:15][CH2:14]2)([O-:3])=[O:2]. (10) Given the reactants [F:1][C:2]1[CH:7]=[C:6]([N+:8]([O-])=O)[CH:5]=[C:4]([F:11])[C:3]=1[N:12]1[CH:16]=[CH:15][C:14]([NH:17][C:18]([C:20]2[CH:28]=[CH:27][CH:26]=[CH:25][C:21]=2[C:22]([OH:24])=[O:23])=[O:19])=[N:13]1, predict the reaction product. The product is: [NH2:8][C:6]1[CH:7]=[C:2]([F:1])[C:3]([N:12]2[CH:16]=[CH:15][C:14]([NH:17][C:18]([C:20]3[CH:28]=[CH:27][CH:26]=[CH:25][C:21]=3[C:22]([OH:24])=[O:23])=[O:19])=[N:13]2)=[C:4]([F:11])[CH:5]=1.